From a dataset of Serine/threonine kinase 33 screen with 319,792 compounds. Binary Classification. Given a drug SMILES string, predict its activity (active/inactive) in a high-throughput screening assay against a specified biological target. (1) The result is 0 (inactive). The molecule is Oc1c2c3n(CCCc3ccc2)c(=O)c1C(=O)NCCCCCC. (2) The molecule is S(c1nn2c(nnc2cc1)c1ccc(F)cc1)CC(=O)NCC(OCC)=O. The result is 0 (inactive). (3) The result is 0 (inactive). The molecule is O=C(NCCc1ccc(OC)cc1)Cn1c2c(ncc1=O)cccc2. (4) The compound is O=C(NC(NC(=O)c1ccc(cc1)C)c1cc([N+]([O-])=O)ccc1)c1ccc(cc1)C. The result is 0 (inactive). (5) The compound is O=C(c1c2c(n(c1)CC(=O)Nc1cc(OC)ccc1)cccc2)CC. The result is 0 (inactive). (6) The compound is s1cc(nc1c1ccc(cc1)C)CN1CCN(CC1)C(=O)C1OCCC1. The result is 0 (inactive).